From a dataset of Catalyst prediction with 721,799 reactions and 888 catalyst types from USPTO. Predict which catalyst facilitates the given reaction. (1) Reactant: C[O:2][C:3]1[CH:22]=[CH:21][C:6]2[N:7]([CH2:10][C:11]3[CH:12]=[C:13]([CH:18]=[CH:19][CH:20]=3)[C:14]([O:16][CH3:17])=[O:15])[CH:8]=[N:9][C:5]=2[CH:4]=1.B(Br)(Br)Br. Product: [OH:2][C:3]1[CH:22]=[CH:21][C:6]2[N:7]([CH2:10][C:11]3[CH:12]=[C:13]([CH:18]=[CH:19][CH:20]=3)[C:14]([O:16][CH3:17])=[O:15])[CH:8]=[N:9][C:5]=2[CH:4]=1. The catalyst class is: 4. (2) Reactant: Br.[NH2:2][C:3]1[C:4]([OH:18])=[C:5]([C:10]2[S:14][C:13]([C:15]([OH:17])=[O:16])=[CH:12][CH:11]=2)[CH:6]=[C:7]([CH3:9])[CH:8]=1.[N:19]([O-])=O.[Na+].[CH3:23][C:24]1[CH2:25][C:26](=[O:39])[N:27]([C:29]2[CH:38]=[CH:37][C:36]3[CH2:35][CH2:34][CH2:33][CH2:32][C:31]=3[CH:30]=2)[N:28]=1.C(=O)(O)[O-].[Na+]. Product: [OH:18][C:4]1[C:3]([NH:2][N:19]=[C:25]2[C:26](=[O:39])[N:27]([C:29]3[CH:38]=[CH:37][C:36]4[CH2:35][CH2:34][CH2:33][CH2:32][C:31]=4[CH:30]=3)[N:28]=[C:24]2[CH3:23])=[CH:8][C:7]([CH3:9])=[CH:6][C:5]=1[C:10]1[S:14][C:13]([C:15]([OH:17])=[O:16])=[CH:12][CH:11]=1. The catalyst class is: 502. (3) Reactant: [N:1]1[C:10]2[C:5](=[CH:6][C:7]([C:11]([OH:13])=O)=[CH:8][CH:9]=2)[CH:4]=[CH:3][CH:2]=1.[CH2:14]([O:21][C:22]1[CH:27]=[CH:26][C:25]([NH2:28])=[CH:24][CH:23]=1)[C:15]1[CH:20]=[CH:19][CH:18]=[CH:17][CH:16]=1.F[P-](F)(F)(F)(F)F.N1(O[P+](N(C)C)(N(C)C)N(C)C)C2C=CC=CC=2N=N1.C(N(CC)CC)C. Product: [CH2:14]([O:21][C:22]1[CH:23]=[CH:24][C:25]([NH:28][C:11]([C:7]2[CH:6]=[C:5]3[C:10](=[CH:9][CH:8]=2)[N:1]=[CH:2][CH:3]=[CH:4]3)=[O:13])=[CH:26][CH:27]=1)[C:15]1[CH:16]=[CH:17][CH:18]=[CH:19][CH:20]=1. The catalyst class is: 4.